From a dataset of Full USPTO retrosynthesis dataset with 1.9M reactions from patents (1976-2016). Predict the reactants needed to synthesize the given product. (1) Given the product [C:19]([C:2]1[C:10]([NH2:14])=[CH:9][C:8]([Br:11])=[CH:7][C:3]=1[C:4]([NH2:6])=[O:5])(=[O:28])[C:20]1[C:21]([O:26][CH3:27])=[CH:22][CH:23]=[CH:24][CH:25]=1, predict the reactants needed to synthesize it. The reactants are: N[C:2]1[CH:10]=[CH:9][C:8]([Br:11])=[CH:7][C:3]=1[C:4]([NH2:6])=[O:5].C([N:14](CC)CC)C.[C:19](Cl)(=[O:28])[C:20]1[C:21]([O:26][CH3:27])=[CH:22][CH:23]=[CH:24][CH:25]=1.Cl.C(N(CC)CC)C. (2) Given the product [Cl:52]([O-:56])(=[O:55])(=[O:54])=[O:53].[C:1]1([CH3:24])[CH:6]=[C:5]([CH3:7])[CH:4]=[C:3]([CH3:8])[C:2]=1[C:9]1[C:10]2[C:15]([N+:16]([CH3:23])=[C:17]3[C:22]=1[CH:21]=[CH:20][CH:19]=[CH:18]3)=[CH:14][CH:13]=[CH:12][CH:11]=2, predict the reactants needed to synthesize it. The reactants are: [C:1]1([CH3:24])[CH:6]=[C:5]([CH3:7])[CH:4]=[C:3]([CH3:8])[C:2]=1[C:9]1[C:10]2[C:15]([N+:16]([CH3:23])=[C:17]3[C:22]=1[CH:21]=[CH:20][CH:19]=[CH:18]3)=[CH:14][CH:13]=[CH:12][CH:11]=2.[Br-].C1(C)C=C(C)C=C(C)C=1.[Mg].CN1C2C(=CC=CC=2)C(=O)C2C=CC=CC1=2.[Cl:52]([OH:56])(=[O:55])(=[O:54])=[O:53].